Dataset: Catalyst prediction with 721,799 reactions and 888 catalyst types from USPTO. Task: Predict which catalyst facilitates the given reaction. Reactant: [NH:1]1[C:9]2[CH:8]=[CH:7][CH:6]=[C:5]([C:10]([O:12][CH3:13])=[O:11])[C:4]=2[CH:3]=[CH:2]1.[Cl:14][C:15]1[CH:16]=[C:17]([CH:20]=[CH:21][CH:22]=1)[CH:18]=O.C([SiH](CC)CC)C.FC(F)(F)C(O)=O. Product: [Cl:14][C:15]1[CH:16]=[C:17]([CH:20]=[CH:21][CH:22]=1)[CH2:18][C:3]1[C:4]2[C:5]([C:10]([O:12][CH3:13])=[O:11])=[CH:6][CH:7]=[CH:8][C:9]=2[NH:1][CH:2]=1. The catalyst class is: 4.